From a dataset of Catalyst prediction with 721,799 reactions and 888 catalyst types from USPTO. Predict which catalyst facilitates the given reaction. (1) Reactant: [NH2:1][C:2]1[CH:7]=[C:6]([Cl:8])[C:5]([OH:9])=[C:4]([Cl:10])[CH:3]=1.[F:11][C:12]([F:23])([F:22])[C:13]1[CH:14]=[C:15]([N:19]=[C:20]=[O:21])[CH:16]=[CH:17][CH:18]=1.Cl.C(Cl)Cl. Product: [Cl:8][C:6]1[CH:7]=[C:2]([NH:1][C:20]([NH:19][C:15]2[CH:16]=[CH:17][CH:18]=[C:13]([C:12]([F:11])([F:22])[F:23])[CH:14]=2)=[O:21])[CH:3]=[C:4]([Cl:10])[C:5]=1[OH:9]. The catalyst class is: 17. (2) Reactant: Br[C:2]1[CH:7]=[CH:6][C:5]([CH2:8][O:9][C:10]2[CH:11]=[C:12]([CH2:16][CH2:17][C:18]([O:20][CH3:21])=[O:19])[CH:13]=[CH:14][CH:15]=2)=[CH:4][C:3]=1[CH3:22].[F-].[Cs+].[CH3:25][O:26][C:27]1[CH:28]=[C:29](B(O)O)[CH:30]=[CH:31][CH:32]=1. Product: [CH3:22][C:3]1[CH:4]=[C:5]([CH2:8][O:9][C:10]2[CH:11]=[C:12]([CH2:16][CH2:17][C:18]([O:20][CH3:21])=[O:19])[CH:13]=[CH:14][CH:15]=2)[CH:6]=[CH:7][C:2]=1[C:31]1[CH:30]=[CH:29][CH:28]=[C:27]([O:26][CH3:25])[CH:32]=1. The catalyst class is: 276. (3) Reactant: [N+:1]([C:4]1[CH:5]=[C:6]2[C:10](=[CH:11][CH:12]=1)[NH:9][CH2:8][CH2:7]2)([O-:3])=[O:2].C([O-])([O-])=O.[K+].[K+].[CH3:19][O:20][N:21]=[C:22]([CH2:25][O:26][C:27]1[CH:32]=[CH:31][CH:30]=[C:29]([C:33]([F:36])([F:35])[F:34])[CH:28]=1)[CH2:23]Br.O. Product: [CH3:19][O:20][N:21]=[C:22]([CH2:25][O:26][C:27]1[CH:32]=[CH:31][CH:30]=[C:29]([C:33]([F:34])([F:36])[F:35])[CH:28]=1)[CH2:23][N:9]1[C:10]2[C:6](=[CH:5][C:4]([N+:1]([O-:3])=[O:2])=[CH:12][CH:11]=2)[CH2:7][CH2:8]1. The catalyst class is: 3. (4) Reactant: [OH:1][C:2]1[CH:3]=[C:4]([CH:7]=[CH:8][CH:9]=1)[CH:5]=[O:6].N1C=CC=CC=1.[C:16](Cl)(=[O:21])[C:17]([CH3:20])([CH3:19])[CH3:18]. Product: [C:16]([O:1][C:2]1[CH:9]=[CH:8][CH:7]=[C:4]([CH:5]=[O:6])[CH:3]=1)(=[O:21])[C:17]([CH3:20])([CH3:19])[CH3:18]. The catalyst class is: 1. (5) Reactant: [NH2:1][C:2]1[CH:31]=[CH:30][C:5]([CH2:6][C@H:7]2[C@H:12]([OH:13])[C@@H:11]([NH:14][C:15]3([C:18]4[CH:23]=[CH:22][CH:21]=[C:20]([C:24]([CH3:27])([CH3:26])[CH3:25])[CH:19]=4)[CH2:17][CH2:16]3)[CH2:10][S:9](=[O:29])(=[O:28])[CH2:8]2)=[CH:4][CH:3]=1.[Cl:32][C:33]1[CH:38]=[C:37]([Cl:39])[N:36]=[CH:35][N:34]=1.[ClH:40]. Product: [ClH:32].[ClH:40].[C:24]([C:20]1[CH:19]=[C:18]([C:15]2([NH:14][C@@H:11]3[C@@H:12]([OH:13])[C@H:7]([CH2:6][C:5]4[CH:30]=[CH:31][C:2]([NH:1][C:33]5[CH:38]=[C:37]([Cl:39])[N:36]=[CH:35][N:34]=5)=[CH:3][CH:4]=4)[CH2:8][S:9](=[O:29])(=[O:28])[CH2:10]3)[CH2:17][CH2:16]2)[CH:23]=[CH:22][CH:21]=1)([CH3:27])([CH3:25])[CH3:26]. The catalyst class is: 41.